Dataset: NCI-60 drug combinations with 297,098 pairs across 59 cell lines. Task: Regression. Given two drug SMILES strings and cell line genomic features, predict the synergy score measuring deviation from expected non-interaction effect. (1) Drug 1: COCCOC1=C(C=C2C(=C1)C(=NC=N2)NC3=CC=CC(=C3)C#C)OCCOC.Cl. Synergy scores: CSS=37.0, Synergy_ZIP=-1.34, Synergy_Bliss=-2.86, Synergy_Loewe=-12.0, Synergy_HSA=-1.46. Cell line: SR. Drug 2: N.N.Cl[Pt+2]Cl. (2) Synergy scores: CSS=54.0, Synergy_ZIP=4.69, Synergy_Bliss=3.47, Synergy_Loewe=-11.5, Synergy_HSA=4.22. Drug 1: C1=CC(=C2C(=C1NCCNCCO)C(=O)C3=C(C=CC(=C3C2=O)O)O)NCCNCCO. Drug 2: CNC(=O)C1=NC=CC(=C1)OC2=CC=C(C=C2)NC(=O)NC3=CC(=C(C=C3)Cl)C(F)(F)F. Cell line: SNB-75. (3) Drug 1: C1CN(CCN1C(=O)CCBr)C(=O)CCBr. Drug 2: CC12CCC3C(C1CCC2OP(=O)(O)O)CCC4=C3C=CC(=C4)OC(=O)N(CCCl)CCCl.[Na+]. Cell line: NCI-H226. Synergy scores: CSS=0.723, Synergy_ZIP=-1.01, Synergy_Bliss=0.720, Synergy_Loewe=-6.28, Synergy_HSA=-3.01. (4) Drug 1: CC(C)CN1C=NC2=C1C3=CC=CC=C3N=C2N. Drug 2: CC1C(C(CC(O1)OC2CC(CC3=C2C(=C4C(=C3O)C(=O)C5=CC=CC=C5C4=O)O)(C(=O)C)O)N)O. Cell line: SK-MEL-5. Synergy scores: CSS=56.8, Synergy_ZIP=-0.357, Synergy_Bliss=0.926, Synergy_Loewe=-23.1, Synergy_HSA=2.03.